Dataset: NCI-60 drug combinations with 297,098 pairs across 59 cell lines. Task: Regression. Given two drug SMILES strings and cell line genomic features, predict the synergy score measuring deviation from expected non-interaction effect. (1) Drug 1: CC1=C2C(C(=O)C3(C(CC4C(C3C(C(C2(C)C)(CC1OC(=O)C(C(C5=CC=CC=C5)NC(=O)OC(C)(C)C)O)O)OC(=O)C6=CC=CC=C6)(CO4)OC(=O)C)OC)C)OC. Drug 2: B(C(CC(C)C)NC(=O)C(CC1=CC=CC=C1)NC(=O)C2=NC=CN=C2)(O)O. Cell line: SK-MEL-2. Synergy scores: CSS=30.6, Synergy_ZIP=-2.35, Synergy_Bliss=-5.84, Synergy_Loewe=-12.2, Synergy_HSA=-3.79. (2) Drug 1: C1=NC2=C(N1)C(=S)N=CN2. Drug 2: CC(C)CN1C=NC2=C1C3=CC=CC=C3N=C2N. Cell line: HS 578T. Synergy scores: CSS=11.7, Synergy_ZIP=-4.77, Synergy_Bliss=2.05, Synergy_Loewe=-0.356, Synergy_HSA=-0.767. (3) Drug 1: CC1CCC2CC(C(=CC=CC=CC(CC(C(=O)C(C(C(=CC(C(=O)CC(OC(=O)C3CCCCN3C(=O)C(=O)C1(O2)O)C(C)CC4CCC(C(C4)OC)OCCO)C)C)O)OC)C)C)C)OC. Drug 2: C1=NC2=C(N1)C(=S)N=CN2. Cell line: SF-295. Synergy scores: CSS=24.4, Synergy_ZIP=-4.97, Synergy_Bliss=-0.818, Synergy_Loewe=-5.30, Synergy_HSA=-0.492. (4) Drug 1: C1=C(C(=O)NC(=O)N1)F. Drug 2: CC1=C(C=C(C=C1)C(=O)NC2=CC(=CC(=C2)C(F)(F)F)N3C=C(N=C3)C)NC4=NC=CC(=N4)C5=CN=CC=C5. Cell line: SK-MEL-2. Synergy scores: CSS=-12.7, Synergy_ZIP=-13.4, Synergy_Bliss=-33.1, Synergy_Loewe=-34.8, Synergy_HSA=-34.5. (5) Cell line: NCI-H522. Synergy scores: CSS=29.0, Synergy_ZIP=-9.61, Synergy_Bliss=-8.47, Synergy_Loewe=-0.812, Synergy_HSA=0.0510. Drug 1: C1CCC(C(C1)N)N.C(=O)(C(=O)[O-])[O-].[Pt+4]. Drug 2: COCCOC1=C(C=C2C(=C1)C(=NC=N2)NC3=CC=CC(=C3)C#C)OCCOC.Cl. (6) Drug 1: CS(=O)(=O)CCNCC1=CC=C(O1)C2=CC3=C(C=C2)N=CN=C3NC4=CC(=C(C=C4)OCC5=CC(=CC=C5)F)Cl. Drug 2: C1=NC2=C(N1)C(=S)N=CN2. Cell line: SF-539. Synergy scores: CSS=33.2, Synergy_ZIP=-1.59, Synergy_Bliss=-4.49, Synergy_Loewe=-8.27, Synergy_HSA=-2.47. (7) Drug 1: CC1OCC2C(O1)C(C(C(O2)OC3C4COC(=O)C4C(C5=CC6=C(C=C35)OCO6)C7=CC(=C(C(=C7)OC)O)OC)O)O. Drug 2: C1=CC=C(C=C1)NC(=O)CCCCCCC(=O)NO. Cell line: UO-31. Synergy scores: CSS=13.6, Synergy_ZIP=-5.23, Synergy_Bliss=0.324, Synergy_Loewe=1.07, Synergy_HSA=2.10.